From a dataset of Full USPTO retrosynthesis dataset with 1.9M reactions from patents (1976-2016). Predict the reactants needed to synthesize the given product. Given the product [CH:1]([C@@H:14]1[CH2:19][C@@H:18]2[C@@H:17]([O:28]2)[CH2:16][O:15]1)([C:8]1[CH:9]=[CH:10][CH:11]=[CH:12][CH:13]=1)[C:2]1[CH:7]=[CH:6][CH:5]=[CH:4][CH:3]=1, predict the reactants needed to synthesize it. The reactants are: [CH:1]([C@@H:14]1[CH2:19][CH:18]=[CH:17][CH2:16][O:15]1)([C:8]1[CH:13]=[CH:12][CH:11]=[CH:10][CH:9]=1)[C:2]1[CH:7]=[CH:6][CH:5]=[CH:4][CH:3]=1.C1C=C(Cl)C=C(C(OO)=[O:28])C=1.[O-]S([O-])=O.[Na+].[Na+].